Dataset: Experimentally validated miRNA-target interactions with 360,000+ pairs, plus equal number of negative samples. Task: Binary Classification. Given a miRNA mature sequence and a target amino acid sequence, predict their likelihood of interaction. (1) The miRNA is hsa-miR-4520-3p with sequence UUGGACAGAAAACACGCAGGAA. The protein sequence of the target gene is MMPSCNRSCSCSRGPSVEDGKWYGVRSYLHLFYEDCAGTALSDDPEGPPVLCPRRPWPSLCWKISLSSGTLLLLLGVAALTTGYAVPPKLEGIGEGEFLVLDQRAADYNQALGTCRLAGTALCVAAGVLLAICLFWAMIGWLSQDTKAEPLDPEADSHVEVFGDEPEQQLSPIFRNASGQSWFSPPASPFGQSSVQTIQPKRDS. Result: 0 (no interaction). (2) The miRNA is mmu-miR-486a-5p with sequence UCCUGUACUGAGCUGCCCCGAG. The protein sequence of the target gene is MAESLRSPRRSLYKLVGSPPWKEAFRQRCLERMRNSRDRLLNRYRQAGSSGPGNSQNSFLVQEVMEEEWNALQSVENCPEDLAQLEELIDMAVLEEIQQELINQEQSIISEYEKSLQFDEKCLSIMLAEWEANPLICPVCTKYNLRITSGVVVCQCGLSIPSHSSELTEQKLRACLEGSINEHSAHCPHTPEFSVTGGTEEKSSLLMSCLACDTWAVIL. Result: 0 (no interaction). (3) The miRNA is ath-miR163 with sequence UUGAAGAGGACUUGGAACUUCGAU. The protein sequence of the target gene is MVDGAMILSVLMMMALPSPSMEDEEPKVNPKLYMCVCEGLSCGNEDHCEGQQCFSSLSVNDGFRVYQKGCFQVYEQGKMTCKTPPSPGQAVECCQGDWCNRNVTARLPTKGKSFPGSQNFHLEVGLIILSVVFAVCLFACILGVALRKFKRRNQERLNPRDVEYGTIEGLITTNVGDSTLAELLDHSCTSGSGSGLPFLVQRTVARQITLLECVGKGRYGEVWRGSWQGENVAVKIFSSRDEKSWFRETELYNTVMLRHENILGFIASDMTSRHSSTQLWLITHYHEMGSLYDYLQLTTL.... Result: 0 (no interaction). (4) The miRNA is hsa-miR-3677-3p with sequence CUCGUGGGCUCUGGCCACGGCC. The protein sequence of the target gene is MRPWALAVTRWPPSAPVGQRRFSAGPGSTPGQLWGSPGLEGPLASPPARDERLPSQQPPSRPPHLPVEERRASAPAGGSPRMLHPATQQSPFMVDLHEQVHQGPVPLSYTVTTVTTQGFPLPTGQHIPGCSAQQLPACSVMFSGQHYPLCCLPPPLIQACTMQQLPVPYQAYPHLISSDHYILHPPPPAPPPQPTHMAPLGQFVSLQTQHPRMPLQRLDNDVDLRGDQPSLGSFTYSTSAPGPALSPSVPLHYLPHDPLHQELSFGVPYSHMMPRRLSTQRYRLQQPLPPPPPPPPPPPY.... Result: 0 (no interaction). (5) The miRNA is hsa-miR-4325 with sequence UUGCACUUGUCUCAGUGA. The protein sequence of the target gene is MATSSEEVLLIVKKVRQKKQDGALYLMAERIAWAPEGKDRFTISHMYADIKCQKISPEGKAKIQLQLVLHAGDTTNFHFSNESTAVKERDAVKDLLQQLLPKFKRKANKELEEKNRMLQEDPVLFQLYKDLVVSQVISAEEFWANRLNVNATDSSSTSNHKQDVGISAAFLADVRPQTDGCNGLRYNLTSDIIESIFRTYPAVKMKYAENVPHNMTEKEFWTRFFQSHYFHRDRLNTGSKDLFAECAKIDEKGLKTMVSLGVKNPLLDLTALEDKPLDEGYGISSVPSASNSKSIKENSN.... Result: 1 (interaction). (6) The miRNA is hsa-miR-6861-3p with sequence UGGACCUCUCCUCCCCAG. The protein sequence of the target gene is MAEAGAGLSETVTETTVTVTTEPENRSLTIKLRKRKPEKKVEWTSDTVDNEHMGRRSSKCCCIYEKPRAFGESSTESDEEEEEGCGHTHCVRGHRKGRRRATLGPTPTTPPQPPDPSQPPPGPMQH. Result: 1 (interaction). (7) The protein sequence of the target gene is MSKPVDHVKRPMNAFMVWSRAQRRKMAQENPKMHNSEISKRLGAEWKLLTESEKRPFIDEAKRLRAMHMKEHPDYKYRPRRKPKTLLKKDKFAFPVPYGLGSVADAEHPALKAGAGLHAGAGGGLVPESLLANPEKAAAAAAAAAARVFFPQSAAAAAAAAAAAAAGSPYSLLDLGSKMAEISSSSSGLPYASSLGYPTAGAGAFHGAAAAAAAAAAAAGGHTHSHPSPGNPGYMIPCNCSAWPSPGLQPPLAYILLPGMGKPQLDPYPAAYAAAL. The miRNA is hsa-miR-4804-5p with sequence UUGGACGGUAAGGUUAAGCAA. Result: 0 (no interaction).